Dataset: Forward reaction prediction with 1.9M reactions from USPTO patents (1976-2016). Task: Predict the product of the given reaction. Given the reactants [H-].[Na+].[CH3:3][CH:4]1[CH2:9][CH2:8][CH2:7][CH2:6][C:5]1=[O:10].[CH2:11](Br)[CH:12]=[CH2:13].O, predict the reaction product. The product is: [CH3:3][C:4]1([CH2:13][CH:12]=[CH2:11])[CH2:9][CH2:8][CH2:7][CH2:6][C:5]1=[O:10].